From a dataset of Reaction yield outcomes from USPTO patents with 853,638 reactions. Predict the reaction yield, written as a fraction of the theoretical maximum amount of product (1.0 means a 100% yield; for example, 0.34 means a 34% yield). (1) The reactants are Cl[C:2]1[N:10]=[C:9]([Cl:11])[CH:8]=[CH:7][C:3]=1[C:4]([NH2:6])=[O:5].[O-:12][CH2:13][CH3:14].[Na+].C(O)C. The catalyst is CN(C)C=O. The product is [Cl:11][C:9]1[CH:8]=[CH:7][C:3]([C:4]([NH2:6])=[O:5])=[C:2]([O:12][CH2:13][CH3:14])[N:10]=1. The yield is 0.950. (2) The reactants are [Br:1][C:2]1[CH:7]=[CH:6][C:5]([CH:8]2[C:13]3[N:14]=[C:15]([Cl:19])[N:16]=[C:17](Cl)[C:12]=3[CH2:11][O:10][CH2:9]2)=[CH:4][CH:3]=1.Cl.[CH3:21][NH2:22]. No catalyst specified. The product is [Br:1][C:2]1[CH:7]=[CH:6][C:5]([CH:8]2[C:13]3[N:14]=[C:15]([Cl:19])[N:16]=[C:17]([NH:22][CH3:21])[C:12]=3[CH2:11][O:10][CH2:9]2)=[CH:4][CH:3]=1. The yield is 0.426.